Dataset: Full USPTO retrosynthesis dataset with 1.9M reactions from patents (1976-2016). Task: Predict the reactants needed to synthesize the given product. (1) Given the product [OH:15][C@@H:9]1[CH2:8][N:7]([CH2:6][CH2:5][C@H:4]([N:16]2[C:22](=[O:23])[CH2:21][CH2:20][N:19]([C:24]3[CH:29]=[CH:28][CH:27]=[C:26]([O:30][C:31]([F:32])([F:33])[F:34])[CH:25]=3)[CH2:18][CH2:17]2)[CH2:3][OH:2])[CH2:14][CH2:13][C:10]21[CH2:12][CH2:11]2, predict the reactants needed to synthesize it. The reactants are: C[O:2][C:3](=O)[C@@H:4]([N:16]1[C:22](=[O:23])[CH2:21][CH2:20][N:19]([C:24]2[CH:29]=[CH:28][CH:27]=[C:26]([O:30][C:31]([F:34])([F:33])[F:32])[CH:25]=2)[CH2:18][CH2:17]1)[CH2:5][CH2:6][N:7]1[CH2:14][CH2:13][C:10]2([CH2:12][CH2:11]2)[C@H:9]([OH:15])[CH2:8]1.[Li+].[BH4-]. (2) Given the product [N+:14]([C:9]1[CH:10]=[CH:11][CH:12]=[CH:13][C:8]=1[C:5]1[CH:6]=[CH:7][C:2]([O:1][CH2:26][C:23]2[S:22][C:21]([C:19]([OH:20])=[O:18])=[CH:25][CH:24]=2)=[CH:3][CH:4]=1)([O-:16])=[O:15], predict the reactants needed to synthesize it. The reactants are: [OH:1][C:2]1[CH:7]=[CH:6][C:5]([C:8]2[CH:13]=[CH:12][CH:11]=[CH:10][C:9]=2[N+:14]([O-:16])=[O:15])=[CH:4][CH:3]=1.C[O:18][C:19]([C:21]1[S:22][C:23]([CH2:26]Br)=[CH:24][CH:25]=1)=[O:20]. (3) Given the product [Cl:26][C:23]1[CH:24]=[CH:25][C:20]([C:18]([NH:17][CH:13]([CH2:12][C:7]2[C:5]3[C:4](=[CH:3][CH:2]=[CH:1][CH:6]=3)[NH:11][C:9](=[O:10])[CH:8]=2)[C:14]([O:16][CH2:28][C:29](=[O:32])[CH2:30][CH3:31])=[O:15])=[O:19])=[CH:21][CH:22]=1, predict the reactants needed to synthesize it. The reactants are: [CH:1]1[CH:2]=[CH:3][C:4]2[NH:11][C:9](=[O:10])[CH:8]=[C:7]([CH2:12][CH:13]([NH:17][C:18]([C:20]3[CH:21]=[CH:22][C:23]([Cl:26])=[CH:24][CH:25]=3)=[O:19])[C:14]([OH:16])=[O:15])[C:5]=2[CH:6]=1.Cl[CH2:28][C:29](=[O:32])[CH2:30][CH3:31]. (4) Given the product [F:1][C:2]1[C:3]([O:31][CH3:32])=[CH:4][C:5]([CH2:26][C:27]([F:30])([F:29])[F:28])=[C:6]([C:8]2[N:13]=[CH:12][C:11]3[C:14]([C:40]([NH:39][CH3:38])=[O:49])=[N:15][N:16]([CH2:17][O:18][CH2:19][CH2:20][Si:21]([CH3:24])([CH3:23])[CH3:22])[C:10]=3[CH:9]=2)[CH:7]=1, predict the reactants needed to synthesize it. The reactants are: [F:1][C:2]1[C:3]([O:31][CH3:32])=[CH:4][C:5]([CH2:26][C:27]([F:30])([F:29])[F:28])=[C:6]([C:8]2[N:13]=[CH:12][C:11]3[C:14](I)=[N:15][N:16]([CH2:17][O:18][CH2:19][CH2:20][Si:21]([CH3:24])([CH3:23])[CH3:22])[C:10]=3[CH:9]=2)[CH:7]=1.CN.C1CCN2[C:38](=[N:39][CH2:40]CC2)CC1.C1C[O:49]CC1.